This data is from Reaction yield outcomes from USPTO patents with 853,638 reactions. The task is: Predict the reaction yield, written as a fraction of the theoretical maximum amount of product (1.0 means a 100% yield; for example, 0.34 means a 34% yield). (1) The reactants are [Cl-].[Al+3].[Cl-].[Cl-].[OH:5][CH2:6][C@H:7]([NH:12][C:13]1[C:14]2[S:30][C:29](=[O:31])[NH:28][C:15]=2[N:16]=[C:17]([S:19]C(C2C=CC=CC=2)C)[N:18]=1)[CH2:8][CH:9]([CH3:11])[CH3:10]. The catalyst is C(Cl)Cl. The product is [OH:5][CH2:6][C@H:7]([NH:12][C:13]1[C:14]2[S:30][C:29](=[O:31])[NH:28][C:15]=2[N:16]=[C:17]([SH:19])[N:18]=1)[CH2:8][CH:9]([CH3:11])[CH3:10]. The yield is 0.890. (2) The reactants are [Cl:1][C:2]1[CH:7]=[CH:6][C:5]([C:8]2(O)[CH2:13][CH2:12][C:11]([CH3:15])([CH3:14])[CH2:10]/[C:9]/2=[CH:16]\[O:17][Si](C(C)C)(C(C)C)C(C)C)=[CH:4][CH:3]=1.Cl. The catalyst is C(OC(C)C)(=O)C. The product is [Cl:1][C:2]1[CH:3]=[CH:4][C:5]([C:8]2[CH2:13][CH2:12][C:11]([CH3:14])([CH3:15])[CH2:10][C:9]=2[CH:16]=[O:17])=[CH:6][CH:7]=1. The yield is 0.320.